This data is from Forward reaction prediction with 1.9M reactions from USPTO patents (1976-2016). The task is: Predict the product of the given reaction. (1) Given the reactants [OH:1][C@@H:2]([CH3:29])[CH2:3][CH2:4][CH2:5][CH2:6][N:7]1[C:16](=[O:17])[C:15]2[N:14]([CH2:18][C:19]3[CH:24]=[CH:23][CH:22]=[CH:21][CH:20]=3)[C:13]([CH2:25][NH:26][CH3:27])=[N:12][C:11]=2[N:10]([CH3:28])[C:8]1=[O:9].C(N(CC)CC)C.[C:45](O[C:45]([O:47][C:48]([CH3:51])([CH3:50])[CH3:49])=[O:46])([O:47][C:48]([CH3:51])([CH3:50])[CH3:49])=[O:46], predict the reaction product. The product is: [OH:1][C@@H:2]([CH3:29])[CH2:3][CH2:4][CH2:5][CH2:6][N:7]1[C:16](=[O:17])[C:15]2[N:14]([CH2:18][C:19]3[CH:20]=[CH:21][CH:22]=[CH:23][CH:24]=3)[C:13]([CH2:25][N:26]([CH3:27])[C:45]([O:47][C:48]([CH3:49])([CH3:50])[CH3:51])=[O:46])=[N:12][C:11]=2[N:10]([CH3:28])[C:8]1=[O:9]. (2) Given the reactants CC1C=CC(S(O)(=O)=O)=CC=1.[CH3:12][N:13]1[CH2:18][C:17]2[S:19][C:20]([C:22]([NH:24][C@H:25]3[C@@H:30]([NH:31][C:32]([C:34]([NH:36][C:37]4[CH:42]=[CH:41][C:40]([Cl:43])=[CH:39][N:38]=4)=[O:35])=[O:33])[CH2:29][CH2:28][C@H:27]([C:44]([N:46]([CH3:48])[CH3:47])=[O:45])[CH2:26]3)=[O:23])=[N:21][C:16]=2[CH2:15][CH2:14]1.O, predict the reaction product. The product is: [CH3:12][N:13]1[CH2:18][C:17]2[S:19][C:20]([C:22]([NH:24][C@H:25]3[C@@H:30]([NH:31][C:32]([C:34]([NH:36][C:37]4[CH:42]=[CH:41][C:40]([Cl:43])=[CH:39][N:38]=4)=[O:35])=[O:33])[CH2:29][CH2:28][C@H:27]([C:44]([N:46]([CH3:48])[CH3:47])=[O:45])[CH2:26]3)=[O:23])=[N:21][C:16]=2[CH2:15][CH2:14]1. (3) Given the reactants [NH2:1][C:2]1[CH:31]=[CH:30][CH:29]=[CH:28][C:3]=1[C:4]([NH:6][CH2:7][C:8]1[C:9]([NH:21][CH:22]2[CH2:27][CH2:26][O:25][CH2:24][CH2:23]2)=[C:10]2[CH:18]=[N:17][N:16]([CH2:19][CH3:20])[C:11]2=[N:12][C:13]=1[CH2:14][CH3:15])=[O:5].C(N(CC)CC)C.[Br:39][CH2:40][CH2:41][CH2:42][CH2:43][CH2:44][CH2:45][CH2:46][C:47](Cl)=[O:48].O, predict the reaction product. The product is: [Br:39][CH2:40][CH2:41][CH2:42][CH2:43][CH2:44][CH2:45][CH2:46][C:47]([NH:1][C:2]1[CH:31]=[CH:30][CH:29]=[CH:28][C:3]=1[C:4]([NH:6][CH2:7][C:8]1[C:9]([NH:21][CH:22]2[CH2:27][CH2:26][O:25][CH2:24][CH2:23]2)=[C:10]2[CH:18]=[N:17][N:16]([CH2:19][CH3:20])[C:11]2=[N:12][C:13]=1[CH2:14][CH3:15])=[O:5])=[O:48]. (4) Given the reactants [H-].[Na+].[F:3][C:4]([F:23])([F:22])[C:5]1[CH:6]=[C:7]([C@H:15]2[O:19][C:18](=[O:20])[NH:17][C@H:16]2[CH3:21])[CH:8]=[C:9]([C:11]([F:14])([F:13])[F:12])[CH:10]=1.Br[CH2:25][C:26]1[CH:31]=[C:30]([C:32]([F:35])([F:34])[F:33])[CH:29]=[CH:28][C:27]=1[C:36]1[CH:41]=[C:40]([CH:42]([CH3:44])[CH3:43])[C:39]([F:45])=[C:38]([OH:46])[C:37]=1[O:47][CH3:48].[NH4+].[Cl-], predict the reaction product. The product is: [F:23][C:4]([F:3])([F:22])[C:5]1[CH:6]=[C:7]([C@H:15]2[O:19][C:18](=[O:20])[N:17]([CH2:25][C:26]3[CH:31]=[C:30]([C:32]([F:33])([F:34])[F:35])[CH:29]=[CH:28][C:27]=3[C:36]3[CH:41]=[C:40]([CH:42]([CH3:44])[CH3:43])[C:39]([F:45])=[C:38]([OH:46])[C:37]=3[O:47][CH3:48])[C@H:16]2[CH3:21])[CH:8]=[C:9]([C:11]([F:12])([F:13])[F:14])[CH:10]=1. (5) Given the reactants [N:1]1[C:10]2[C:5](=[CH:6][CH:7]=[CH:8][C:9]=2[NH2:11])[CH:4]=[CH:3][CH:2]=1.[Cl:12][C:13]1[C:18]([C:19](O)=[O:20])=[C:17]([F:22])[C:16]([CH2:23][NH:24][C:25](=[O:30])[C:26]([CH3:29])([CH3:28])[CH3:27])=[CH:15][CH:14]=1.C(Cl)(=O)C(Cl)=O.CCN(C(C)C)C(C)C, predict the reaction product. The product is: [Cl:12][C:13]1[C:18]([C:19]([NH:11][C:9]2[CH:8]=[CH:7][CH:6]=[C:5]3[C:10]=2[N:1]=[CH:2][CH:3]=[CH:4]3)=[O:20])=[C:17]([F:22])[C:16]([CH2:23][NH:24][C:25](=[O:30])[C:26]([CH3:28])([CH3:27])[CH3:29])=[CH:15][CH:14]=1. (6) Given the reactants [CH:1]1([NH:4][C:5]([C:7]2[CH:12]=[CH:11][C:10]([C:13]3[N:17]4[N:18]=[C:19]([C:29](N(OC)C)=[O:30])[CH:20]=[C:21]([NH:22][CH2:23][CH2:24][C:25]([F:28])([F:27])[F:26])[C:16]4=[N:15][CH:14]=3)=[CH:9][C:8]=2[CH3:35])=[O:6])[CH2:3][CH2:2]1.Br[Mg][C:38]1[CH:43]=[CH:42][CH:41]=[C:40]([F:44])[CH:39]=1, predict the reaction product. The product is: [CH:1]1([NH:4][C:5](=[O:6])[C:7]2[CH:12]=[CH:11][C:10]([C:13]3[N:17]4[N:18]=[C:19]([C:29](=[O:30])[C:38]5[CH:43]=[CH:42][CH:41]=[C:40]([F:44])[CH:39]=5)[CH:20]=[C:21]([NH:22][CH2:23][CH2:24][C:25]([F:27])([F:26])[F:28])[C:16]4=[N:15][CH:14]=3)=[CH:9][C:8]=2[CH3:35])[CH2:3][CH2:2]1. (7) Given the reactants [C:1]([O:5][C@@H:6]([C:11]1[C:40]([CH3:41])=[C:39]([CH2:42][NH:43][CH:44]([CH3:46])[CH3:45])[C:38]2=[N:47][C:35]3=[CH:36][N:37]2[C:12]=1[N:13]1[CH2:52][CH2:51][C:16]([CH3:53])([O:17][CH2:18][CH2:19][CH2:20][CH2:21][C@H:22]([CH3:50])[O:23][C:24]2[CH:25]=[CH:26][C:27]([F:49])=[CH:28][C:29]=2[C:30]2[CH:48]=[C:34]3[CH:33]=[CH:32][CH:31]=2)[CH2:15][CH2:14]1)[C:7]([O:9]C)=[O:8])([CH3:4])([CH3:3])[CH3:2].C(O[C@@H](C1C(C)=CC2=NC3=C(Cl)N2C=1N1CCC(C)(OCCCC[C@H](C)OC2C=CC(C)=CC=2C2C=C3C=CC=2)CC1)C(O)=O)(C)(C)C, predict the reaction product. The product is: [C:1]([O:5][C@@H:6]([C:11]1[C:40]([CH3:41])=[C:39]([CH2:42][NH:43][CH:44]([CH3:45])[CH3:46])[C:38]2=[N:47][C:35]3=[CH:36][N:37]2[C:12]=1[N:13]1[CH2:14][CH2:15][C:16]([CH3:53])([O:17][CH2:18][CH2:19][CH2:20][CH2:21][C@H:22]([CH3:50])[O:23][C:24]2[CH:25]=[CH:26][C:27]([F:49])=[CH:28][C:29]=2[C:30]2[CH:48]=[C:34]3[CH:33]=[CH:32][CH:31]=2)[CH2:51][CH2:52]1)[C:7]([OH:9])=[O:8])([CH3:2])([CH3:3])[CH3:4]. (8) Given the reactants [H-].[Na+].[CH3:3]I.[CH:5]12[CH2:11][CH:8]([CH2:9][CH2:10]1)[CH2:7][CH:6]2[C:12]1[CH:17]=[CH:16][CH:15]=[CH:14][C:13]=1[NH:18][C:19]([C:21]1[C:22]([CH:27]([F:29])[F:28])=[N:23][N:24]([CH3:26])[CH:25]=1)=[S:20].O, predict the reaction product. The product is: [CH:5]12[CH2:11][CH:8]([CH2:9][CH2:10]1)[CH2:7][CH:6]2[C:12]1[CH:17]=[CH:16][CH:15]=[CH:14][C:13]=1[N:18]=[C:19]([C:21]1[C:22]([CH:27]([F:29])[F:28])=[N:23][N:24]([CH3:26])[CH:25]=1)[S:20][CH3:3].